Task: Predict the reactants needed to synthesize the given product.. Dataset: Full USPTO retrosynthesis dataset with 1.9M reactions from patents (1976-2016) (1) Given the product [C:1]([O:5][C:6]([NH:8][CH2:9][C@H:10]1[CH2:11][CH2:12][C@H:13]([C:16]([NH:18][C@H:19]([C:37](=[O:50])[NH:38][C:39]2[CH:44]=[CH:43][C:42]([C:45]3[NH:49][N:48]=[N:47][N:46]=3)=[CH:41][CH:40]=2)[CH2:20][C:21]2[CH:22]=[CH:23][C:24]([C:27]3[C:28]([CH3:36])=[CH:29][C:30]([C:33]([NH:51][CH:52]4[CH2:57][N:56]([C:58]([O:60][C:61]([CH3:62])([CH3:63])[CH3:64])=[O:59])[CH2:55][C:54]([F:66])([F:65])[CH2:53]4)=[O:34])=[N:31][CH:32]=3)=[CH:25][CH:26]=2)=[O:17])[CH2:14][CH2:15]1)=[O:7])([CH3:4])([CH3:2])[CH3:3], predict the reactants needed to synthesize it. The reactants are: [C:1]([O:5][C:6]([NH:8][CH2:9][C@H:10]1[CH2:15][CH2:14][C@H:13]([C:16]([NH:18][C@H:19]([C:37](=[O:50])[NH:38][C:39]2[CH:44]=[CH:43][C:42]([C:45]3[NH:49][N:48]=[N:47][N:46]=3)=[CH:41][CH:40]=2)[CH2:20][C:21]2[CH:26]=[CH:25][C:24]([C:27]3[C:28]([CH3:36])=[CH:29][C:30]([C:33](O)=[O:34])=[N:31][CH:32]=3)=[CH:23][CH:22]=2)=[O:17])[CH2:12][CH2:11]1)=[O:7])([CH3:4])([CH3:3])[CH3:2].[NH2:51][CH:52]1[CH2:57][N:56]([C:58]([O:60][C:61]([CH3:64])([CH3:63])[CH3:62])=[O:59])[CH2:55][C:54]([F:66])([F:65])[CH2:53]1.C(N(CC)C(C)C)(C)C.F[P-](F)(F)(F)(F)F.CN(C(ON1C2=NC=CC=C2N=N1)=[N+](C)C)C. (2) The reactants are: [NH:1]1[CH:5]=[C:4]([C:6]2[C:7]([C:12]3[CH:17]=[CH:16][CH:15]=[CH:14][CH:13]=3)=[N:8][O:9][C:10]=2[CH3:11])[N:3]=[CH:2]1.Cl[C:19]1[N:24]=[CH:23][CH:22]=[CH:21][N:20]=1. Given the product [CH3:11][C:10]1[O:9][N:8]=[C:7]([C:12]2[CH:13]=[CH:14][CH:15]=[CH:16][CH:17]=2)[C:6]=1[C:4]1[N:3]=[CH:2][N:1]([C:19]2[N:24]=[CH:23][CH:22]=[CH:21][N:20]=2)[CH:5]=1, predict the reactants needed to synthesize it. (3) Given the product [CH2:16]([O:15][C:13]1[CH:12]=[C:8]([CH:7]=[C:6]([O:5][CH2:1][CH:2]([CH3:3])[CH3:4])[CH:14]=1)[C:9]([C:38]1[CH:39]=[CH:40][C:35]([O:34][CH2:30][CH:31]([CH3:32])[CH3:33])=[C:36]([CH2:41][CH2:42][C:43]([O:45][CH2:46][CH3:47])=[O:44])[CH:37]=1)=[O:11])[CH:17]([CH3:19])[CH3:18], predict the reactants needed to synthesize it. The reactants are: [CH2:1]([O:5][C:6]1[CH:7]=[C:8]([CH:12]=[C:13]([O:15][CH2:16][CH:17]([CH3:19])[CH3:18])[CH:14]=1)[C:9]([OH:11])=O)[CH:2]([CH3:4])[CH3:3].C(Cl)(=O)C(Cl)=O.[Cl-].[Al+3].[Cl-].[Cl-].[CH2:30]([O:34][C:35]1[CH:40]=[CH:39][CH:38]=[CH:37][C:36]=1[CH2:41][CH2:42][C:43]([O:45][CH2:46][CH3:47])=[O:44])[CH:31]([CH3:33])[CH3:32]. (4) Given the product [CH3:14][N:15]1[CH:19]=[C:18]([S:20]([N:3]2[CH2:4][C@H:5]3[CH2:12][CH2:13][C@@H:2]2[C@H:7]([C:8]([OH:10])=[O:9])[CH2:6]3)(=[O:22])=[O:21])[N:17]=[CH:16]1, predict the reactants needed to synthesize it. The reactants are: I.[CH:2]12[CH2:13][CH2:12][CH:5]([CH2:6][CH:7]1[C:8]([O:10]C)=[O:9])[CH2:4][NH:3]2.[CH3:14][N:15]1[CH:19]=[C:18]([S:20](Cl)(=[O:22])=[O:21])[N:17]=[CH:16]1. (5) Given the product [Cl:1][C:2]1[S:6][C:5]([N:7]2[C:8](=[O:9])[C:10]3[N:11]=[CH:12][N:13]([CH3:28])[C:14]=3[N:15]=[C:16]2[CH2:17][C:18]2[C:23]([F:24])=[CH:22][C:21]([F:25])=[CH:20][C:19]=2[F:26])=[N:4][CH:3]=1, predict the reactants needed to synthesize it. The reactants are: [Cl:1][C:2]1[S:6][C:5]([NH:7][C:8]([C:10]2[N:11]=[CH:12][N:13]([CH3:28])[C:14]=2[NH:15][C:16](=O)[CH2:17][C:18]2[C:23]([F:24])=[CH:22][C:21]([F:25])=[CH:20][C:19]=2[F:26])=[O:9])=[N:4][CH:3]=1.P(Cl)(Cl)(Cl)=O. (6) Given the product [CH3:1][C:2]1[S:11][C:10]2[CH2:9][C:8]3[CH:13]=[CH:14][CH:15]=[CH:16][C:7]=3[NH:6][C:5](=[O:17])[C:4]=2[N:3]=1, predict the reactants needed to synthesize it. The reactants are: [CH3:1][C:2]1[S:11][C:10]2[C:9](=O)[C:8]3[CH:13]=[CH:14][CH:15]=[CH:16][C:7]=3[NH:6][C:5](=[O:17])[C:4]=2[N:3]=1.